Task: Regression. Given two drug SMILES strings and cell line genomic features, predict the synergy score measuring deviation from expected non-interaction effect.. Dataset: NCI-60 drug combinations with 297,098 pairs across 59 cell lines (1) Drug 1: CC(C)(C#N)C1=CC(=CC(=C1)CN2C=NC=N2)C(C)(C)C#N. Drug 2: CN(CCCl)CCCl.Cl. Cell line: SF-268. Synergy scores: CSS=1.09, Synergy_ZIP=-2.71, Synergy_Bliss=-1.38, Synergy_Loewe=-3.34, Synergy_HSA=-3.28. (2) Drug 1: CN1CCC(CC1)COC2=C(C=C3C(=C2)N=CN=C3NC4=C(C=C(C=C4)Br)F)OC. Drug 2: C1=CC(=CC=C1CCCC(=O)O)N(CCCl)CCCl. Cell line: ACHN. Synergy scores: CSS=49.5, Synergy_ZIP=-5.35, Synergy_Bliss=-2.93, Synergy_Loewe=-3.92, Synergy_HSA=-0.589. (3) Drug 1: CC12CCC3C(C1CCC2=O)CC(=C)C4=CC(=O)C=CC34C. Drug 2: CS(=O)(=O)OCCCCOS(=O)(=O)C. Cell line: RXF 393. Synergy scores: CSS=29.3, Synergy_ZIP=-0.750, Synergy_Bliss=0.889, Synergy_Loewe=1.03, Synergy_HSA=2.31. (4) Drug 1: C1CCC(C1)C(CC#N)N2C=C(C=N2)C3=C4C=CNC4=NC=N3. Drug 2: CC12CCC3C(C1CCC2=O)CC(=C)C4=CC(=O)C=CC34C. Cell line: TK-10. Synergy scores: CSS=45.5, Synergy_ZIP=1.22, Synergy_Bliss=-2.63, Synergy_Loewe=-2.35, Synergy_HSA=-2.48.